Dataset: Reaction yield outcomes from USPTO patents with 853,638 reactions. Task: Predict the reaction yield, written as a fraction of the theoretical maximum amount of product (1.0 means a 100% yield; for example, 0.34 means a 34% yield). (1) The reactants are [Cl:1][C:2]1[C:7]([C:8]([F:11])([F:10])[F:9])=[CH:6][C:5](I)=[CH:4][N:3]=1.[CH3:13][O:14][C:15]1[CH:20]=[CH:19][C:18]([CH2:21][NH2:22])=[CH:17][CH:16]=1.CC([O-])(C)C.[Na+]. The catalyst is C1(C)C=CC=CC=1.CCOC(C)=O.C(Cl)Cl.C1C=CC(/C=C/C(/C=C/C2C=CC=CC=2)=O)=CC=1.C1C=CC(/C=C/C(/C=C/C2C=CC=CC=2)=O)=CC=1.C1C=CC(/C=C/C(/C=C/C2C=CC=CC=2)=O)=CC=1.[Pd].[Pd].CC1(C)C2C(=C(P(C3C=CC=CC=3)C3C=CC=CC=3)C=CC=2)OC2C(P(C3C=CC=CC=3)C3C=CC=CC=3)=CC=CC1=2. The product is [Cl:1][C:2]1[N:3]=[CH:4][C:5]([NH:22][CH2:21][C:18]2[CH:19]=[CH:20][C:15]([O:14][CH3:13])=[CH:16][CH:17]=2)=[CH:6][C:7]=1[C:8]([F:11])([F:10])[F:9]. The yield is 0.800. (2) The reactants are Br[C:2]1[CH:3]=[C:4]([N:25]([CH2:32][CH3:33])[CH:26]2[CH2:31][CH2:30][O:29][CH2:28][CH2:27]2)[C:5]([CH3:24])=[C:6]([CH:23]=1)[C:7]([NH:9][CH2:10][C:11]1[C:12](=[O:22])[NH:13][C:14]([CH3:21])=[CH:15][C:16]=1[C:17]([F:20])([F:19])[F:18])=[O:8].CC1(C)OB([C:40]2[CH:41]=[CH:42][C:43]([CH2:46][N:47]3[CH2:52][CH2:51][O:50][CH2:49][CH2:48]3)=[N:44][CH:45]=2)OC1(C)C.C(=O)([O-])[O-].[Na+].[Na+]. The catalyst is O.C1C=CC([P]([Pd]([P](C2C=CC=CC=2)(C2C=CC=CC=2)C2C=CC=CC=2)([P](C2C=CC=CC=2)(C2C=CC=CC=2)C2C=CC=CC=2)[P](C2C=CC=CC=2)(C2C=CC=CC=2)C2C=CC=CC=2)(C2C=CC=CC=2)C2C=CC=CC=2)=CC=1. The product is [CH2:32]([N:25]([CH:26]1[CH2:31][CH2:30][O:29][CH2:28][CH2:27]1)[C:4]1[C:5]([CH3:24])=[C:6]([CH:23]=[C:2]([C:40]2[CH:45]=[N:44][C:43]([CH2:46][N:47]3[CH2:52][CH2:51][O:50][CH2:49][CH2:48]3)=[CH:42][CH:41]=2)[CH:3]=1)[C:7]([NH:9][CH2:10][C:11]1[C:12](=[O:22])[NH:13][C:14]([CH3:21])=[CH:15][C:16]=1[C:17]([F:20])([F:19])[F:18])=[O:8])[CH3:33]. The yield is 0.0970.